This data is from Full USPTO retrosynthesis dataset with 1.9M reactions from patents (1976-2016). The task is: Predict the reactants needed to synthesize the given product. (1) Given the product [Br:1][C:2]1[CH:3]=[C:4]2[C:9](=[CH:10][CH:11]=1)[N:8]([C:12]([O:14][CH3:15])=[O:13])[C@@H:7]([CH3:16])[CH2:6][N:5]2[C:28]([O:30][CH:31]([CH3:33])[CH3:32])=[O:29], predict the reactants needed to synthesize it. The reactants are: [Br:1][C:2]1[CH:3]=[C:4]2[C:9](=[CH:10][CH:11]=1)[N:8]([C:12]([O:14][CH3:15])=[O:13])[C@@H:7]([CH3:16])[CH2:6][NH:5]2.BrC1C=C2C(N(C(C3CC3)=O)[C@@H](C)CN2[C:28]([O:30][CH:31]([CH3:33])[CH3:32])=[O:29])=CC=1. (2) Given the product [C:1]([C:5]1[O:9][C:8]([C:10]([NH:16][NH2:17])=[O:12])=[N:7][CH:6]=1)([CH3:4])([CH3:3])[CH3:2], predict the reactants needed to synthesize it. The reactants are: [C:1]([C:5]1[O:9][C:8]([C:10]([O:12]CC)=O)=[N:7][CH:6]=1)([CH3:4])([CH3:3])[CH3:2].O.[NH2:16][NH2:17]. (3) Given the product [Cl:1][C:2]1[CH:3]=[CH:4][C:5]([NH2:10])=[C:6]([O:8][CH3:9])[CH:7]=1, predict the reactants needed to synthesize it. The reactants are: [Cl:1][C:2]1[CH:3]=[CH:4][C:5]([N+:10]([O-])=O)=[C:6]([O:8][CH3:9])[CH:7]=1.C([O-])=O.[NH4+]. (4) Given the product [C:1]([O:5][C:6]([NH:8][C:9]1[C:13]2=[N:14][CH:15]=[C:16]([CH2:18][OH:19])[CH:17]=[C:12]2[S:11][C:10]=1[C:20]([O:22][CH3:23])=[O:21])=[O:7])([CH3:4])([CH3:3])[CH3:2], predict the reactants needed to synthesize it. The reactants are: [C:1]([O:5][C:6]([NH:8][C:9]1[C:13]2=[N:14][CH:15]=[C:16]([CH:18]=[O:19])[CH:17]=[C:12]2[S:11][C:10]=1[C:20]([O:22][CH3:23])=[O:21])=[O:7])([CH3:4])([CH3:3])[CH3:2].[BH4-].[Na+]. (5) Given the product [CH2:33]([C:27]1[C:26]2[C:30](=[CH:31][CH:32]=[C:24]([NH:23][C:20]([C:13]3[CH:12]([C:3]4[CH:4]=[CH:5][C:6]([C:8]([F:11])([F:9])[F:10])=[CH:7][C:2]=4[F:1])[CH2:17][C:16](=[O:18])[NH:15][C:14]=3[CH3:19])=[O:21])[CH:25]=2)[NH:29][N:28]=1)[CH3:34], predict the reactants needed to synthesize it. The reactants are: [F:1][C:2]1[CH:7]=[C:6]([C:8]([F:11])([F:10])[F:9])[CH:5]=[CH:4][C:3]=1[CH:12]1[CH2:17][C:16](=[O:18])[NH:15][C:14]([CH3:19])=[C:13]1[C:20](O)=[O:21].[NH2:23][C:24]1[CH:25]=[C:26]2[C:30](=[CH:31][CH:32]=1)[NH:29][N:28]=[C:27]2[CH2:33][CH3:34].C(Cl)CCl.CCN(CC)CC. (6) Given the product [CH3:1][O:2][CH2:3][CH2:4][O:5][CH2:6][C:7]1[N:8]=[CH:9][C:10]([O:13][C:14]2[CH:19]=[CH:18][C:17]([NH2:20])=[C:16]([O:23][CH:24]3[CH2:25][CH2:26][O:27][CH2:28][CH2:29]3)[CH:15]=2)=[CH:11][CH:12]=1, predict the reactants needed to synthesize it. The reactants are: [CH3:1][O:2][CH2:3][CH2:4][O:5][CH2:6][C:7]1[CH:12]=[CH:11][C:10]([O:13][C:14]2[CH:19]=[CH:18][C:17]([N+:20]([O-])=O)=[C:16]([O:23][CH:24]3[CH2:29][CH2:28][O:27][CH2:26][CH2:25]3)[CH:15]=2)=[CH:9][N:8]=1.[Cl-].[Ca+2].[Cl-].C(OCC)(=O)C.CCCCCC. (7) Given the product [Cl:29][C:28]1[CH:2]=[CH:3][C:4]2[S:8][C:7]([C:9]3[C:10]([NH2:26])=[N:11][CH:12]=[C:13]([C:15]4[CH:16]=[N:17][N:18]([CH:20]5[CH2:25][CH2:24][NH:23][CH2:22][CH2:21]5)[CH:19]=4)[CH:14]=3)=[N:6][C:5]=2[CH:27]=1, predict the reactants needed to synthesize it. The reactants are: F[C:2]1[CH:28]=[CH:27][C:5]2[N:6]=[C:7]([C:9]3[C:10]([NH2:26])=[N:11][CH:12]=[C:13]([C:15]4[CH:16]=[N:17][N:18]([CH:20]5[CH2:25][CH2:24][NH:23][CH2:22][CH2:21]5)[CH:19]=4)[CH:14]=3)[S:8][C:4]=2[CH:3]=1.[Cl:29]C1SC2C=CC(Cl)=CC=2N=1.